From a dataset of Peptide-MHC class II binding affinity with 134,281 pairs from IEDB. Regression. Given a peptide amino acid sequence and an MHC pseudo amino acid sequence, predict their binding affinity value. This is MHC class II binding data. (1) The peptide sequence is LKGTSYKICTDKMFF. The MHC is HLA-DQA10201-DQB10303 with pseudo-sequence HLA-DQA10201-DQB10303. The binding affinity (normalized) is 0.175. (2) The MHC is DRB1_0101 with pseudo-sequence DRB1_0101. The binding affinity (normalized) is 0.787. The peptide sequence is KQAFTFSPTYKAFLC. (3) The peptide sequence is VAEAAGKTKEGVLYV. The MHC is DRB1_0301 with pseudo-sequence DRB1_0301. The binding affinity (normalized) is 0.0470. (4) The peptide sequence is PPHAATIRVLALGNQ. The MHC is DRB3_0202 with pseudo-sequence DRB3_0202. The binding affinity (normalized) is 0.420. (5) The peptide sequence is VIGLYGNGILVGDNS. The MHC is HLA-DQA10103-DQB10603 with pseudo-sequence HLA-DQA10103-DQB10603. The binding affinity (normalized) is 0. (6) The peptide sequence is EKKYFAATQFESLAA. The MHC is HLA-DPA10301-DPB10402 with pseudo-sequence HLA-DPA10301-DPB10402. The binding affinity (normalized) is 1.00. (7) The peptide sequence is AKRMIAISAKVARDI. The MHC is DRB1_0301 with pseudo-sequence DRB1_0301. The binding affinity (normalized) is 0.549. (8) The peptide sequence is LDKLKSLLSLREVKT. The MHC is DRB1_0101 with pseudo-sequence DRB1_0101. The binding affinity (normalized) is 0.491.